Dataset: Full USPTO retrosynthesis dataset with 1.9M reactions from patents (1976-2016). Task: Predict the reactants needed to synthesize the given product. (1) Given the product [F:1][C:2]1[CH:23]=[C:22]([NH2:24])[CH:21]=[CH:20][C:3]=1[O:4][C:5]1[CH:10]=[CH:9][N:8]=[C:7]2[CH:11]=[C:12]([C:14]3[N:18]([CH3:19])[CH:17]=[N:16][CH:15]=3)[S:13][C:6]=12, predict the reactants needed to synthesize it. The reactants are: [F:1][C:2]1[CH:23]=[C:22]([N+:24]([O-])=O)[CH:21]=[CH:20][C:3]=1[O:4][C:5]1[CH:10]=[CH:9][N:8]=[C:7]2[CH:11]=[C:12]([C:14]3[N:18]([CH3:19])[CH:17]=[N:16][CH:15]=3)[S:13][C:6]=12.[BH4-].[Na+].[NH4+].[OH-]. (2) Given the product [C:44]([O:43][C:41](=[O:42])[N:39]([CH3:40])[CH2:38][CH2:37][N:25]([C:23](=[O:24])[CH2:22][NH:21][C:17]1[CH:16]=[CH:15][CH:14]=[C:13]2[C:18]=1[CH2:19][CH2:20][NH:11][CH2:12]2)[CH2:26][C:27]1[CH:32]=[CH:31][CH:30]=[CH:29][C:28]=1[C:33]([F:35])([F:36])[F:34])([CH3:47])([CH3:46])[CH3:45], predict the reactants needed to synthesize it. The reactants are: C(OC([N:11]1[CH2:20][CH2:19][C:18]2[C:13](=[CH:14][CH:15]=[CH:16][C:17]=2[NH:21][CH2:22][C:23]([N:25]([CH2:37][CH2:38][N:39]([C:41]([O:43][C:44]([CH3:47])([CH3:46])[CH3:45])=[O:42])[CH3:40])[CH2:26][C:27]2[CH:32]=[CH:31][CH:30]=[CH:29][C:28]=2[C:33]([F:36])([F:35])[F:34])=[O:24])[CH2:12]1)=O)C1C=CC=CC=1. (3) The reactants are: C([O:3][C:4](=[O:38])[CH2:5][N:6]1[C:14]2[C:9](=[CH:10][CH:11]=[C:12]([O:15][CH2:16][C:17]3[N:18]([CH2:33][C:34]([F:37])([F:36])[F:35])[N:19]=[C:20]([C:22]4[CH:27]=[CH:26][C:25]([O:28][C:29]([F:32])([F:31])[F:30])=[CH:24][CH:23]=4)[CH:21]=3)[CH:13]=2)[CH:8]=[CH:7]1)C.[Li+].[OH-]. Given the product [F:36][C:34]([F:35])([F:37])[CH2:33][N:18]1[C:17]([CH2:16][O:15][C:12]2[CH:13]=[C:14]3[C:9]([CH:8]=[CH:7][N:6]3[CH2:5][C:4]([OH:38])=[O:3])=[CH:10][CH:11]=2)=[CH:21][C:20]([C:22]2[CH:27]=[CH:26][C:25]([O:28][C:29]([F:31])([F:30])[F:32])=[CH:24][CH:23]=2)=[N:19]1, predict the reactants needed to synthesize it.